This data is from Orexin1 receptor HTS with 218,158 compounds and 233 confirmed actives. The task is: Binary Classification. Given a drug SMILES string, predict its activity (active/inactive) in a high-throughput screening assay against a specified biological target. (1) The drug is Clc1ccc(NC(OCCn2nnnc2C2(NC(=O)COC)CCCCC2)=O)cc1. The result is 0 (inactive). (2) The compound is o1c(nc2c1cccc2)c1cc2[nH]c(nc2cc1)C. The result is 1 (active). (3) The molecule is Clc1c(C(=O)Nc2n(ncc2)C2CCN(CC2)CCCc2ccccc2)cccc1. The result is 0 (inactive). (4) The compound is Brc1cc(c2n(c3c(n(CCCC)c(=O)[nH]c3=O)n2)C)ccc1OCC=C. The result is 0 (inactive).